This data is from Forward reaction prediction with 1.9M reactions from USPTO patents (1976-2016). The task is: Predict the product of the given reaction. Given the reactants Br[CH2:2][CH2:3][CH2:4][CH2:5][CH2:6][CH2:7][C:8]1[C:14]2[CH:15]=[CH:16][C:17]([OH:19])=[CH:18][C:13]=2[CH2:12][CH2:11][CH2:10][C:9]=1[C:20]1[CH:25]=[CH:24][CH:23]=[CH:22][CH:21]=1.[CH3:26][NH:27][CH2:28][CH2:29][CH2:30][CH2:31][S:32]([CH2:34][CH2:35][CH2:36][C:37]([F:43])([F:42])[C:38]([F:41])([F:40])[F:39])=[O:33], predict the reaction product. The product is: [CH3:26][N:27]([CH2:28][CH2:29][CH2:30][CH2:31][S:32]([CH2:34][CH2:35][CH2:36][C:37]([F:43])([F:42])[C:38]([F:41])([F:40])[F:39])=[O:33])[CH2:2][CH2:3][CH2:4][CH2:5][CH2:6][CH2:7][C:8]1[C:14]2[CH:15]=[CH:16][C:17]([OH:19])=[CH:18][C:13]=2[CH2:12][CH2:11][CH2:10][C:9]=1[C:20]1[CH:25]=[CH:24][CH:23]=[CH:22][CH:21]=1.